Dataset: Reaction yield outcomes from USPTO patents with 853,638 reactions. Task: Predict the reaction yield, written as a fraction of the theoretical maximum amount of product (1.0 means a 100% yield; for example, 0.34 means a 34% yield). (1) The reactants are [CH3:1][NH2:2].[CH2:3]([O:10][C:11]1[C:16](=[O:17])[CH:15]=[C:14]([CH3:18])O[C:12]=1[C:19]([OH:21])=[O:20])[C:4]1[CH:9]=[CH:8][CH:7]=[CH:6][CH:5]=1. The catalyst is CO. The product is [CH3:1][NH2:2].[CH2:3]([O:10][C:11]1[C:16](=[O:17])[CH:15]=[C:14]([CH3:18])[N:2]([CH3:1])[C:12]=1[C:19]([OH:21])=[O:20])[C:4]1[CH:9]=[CH:8][CH:7]=[CH:6][CH:5]=1. The yield is 0.870. (2) The reactants are [CH2:1]([N:8]([CH2:20][CH2:21][CH3:22])[C:9]1[C:14]2[N:15]([CH3:19])[C:16](Cl)=[N:17][C:13]=2[CH:12]=[CH:11][CH:10]=1)[C:2]1[CH:7]=[CH:6][CH:5]=[CH:4][CH:3]=1.[C:23]1([CH3:32])[CH:28]=[C:27]([CH3:29])[CH:26]=[C:25]([CH3:30])[C:24]=1[NH2:31]. The catalyst is C(OCC)(=O)C. The product is [CH2:1]([N:8]([CH2:20][CH2:21][CH3:22])[C:9]1[C:14]2[N:15]([CH3:19])[C:16]([NH:31][C:24]3[C:25]([CH3:30])=[CH:26][C:27]([CH3:29])=[CH:28][C:23]=3[CH3:32])=[N:17][C:13]=2[CH:12]=[CH:11][CH:10]=1)[C:2]1[CH:7]=[CH:6][CH:5]=[CH:4][CH:3]=1. The yield is 0.800. (3) The catalyst is ClC(Cl)C. The yield is 0.740. The product is [Br:1][C:2]1[CH:3]=[C:4]([N:13]([CH2:20][CH3:21])[CH:14]2[CH2:19][CH2:18][S:17][CH2:16][CH2:15]2)[C:5]([CH3:12])=[C:6]([CH:11]=1)[C:7]([O:9][CH3:10])=[O:8]. The reactants are [Br:1][C:2]1[CH:3]=[C:4]([NH:13][CH:14]2[CH2:19][CH2:18][S:17][CH2:16][CH2:15]2)[C:5]([CH3:12])=[C:6]([CH:11]=1)[C:7]([O:9][CH3:10])=[O:8].[CH:20](=O)[CH3:21].C(O)(=O)C.C(O[BH-](OC(=O)C)OC(=O)C)(=O)C.[Na+].C([O-])(O)=O.[Na+].